This data is from NCI-60 drug combinations with 297,098 pairs across 59 cell lines. The task is: Regression. Given two drug SMILES strings and cell line genomic features, predict the synergy score measuring deviation from expected non-interaction effect. (1) Drug 1: C1CCN(CC1)CCOC2=CC=C(C=C2)C(=O)C3=C(SC4=C3C=CC(=C4)O)C5=CC=C(C=C5)O. Drug 2: CC(C1=C(C=CC(=C1Cl)F)Cl)OC2=C(N=CC(=C2)C3=CN(N=C3)C4CCNCC4)N. Cell line: SK-MEL-28. Synergy scores: CSS=-5.56, Synergy_ZIP=4.98, Synergy_Bliss=4.49, Synergy_Loewe=-6.38, Synergy_HSA=-3.89. (2) Drug 1: CCCS(=O)(=O)NC1=C(C(=C(C=C1)F)C(=O)C2=CNC3=C2C=C(C=N3)C4=CC=C(C=C4)Cl)F. Drug 2: C#CCC(CC1=CN=C2C(=N1)C(=NC(=N2)N)N)C3=CC=C(C=C3)C(=O)NC(CCC(=O)O)C(=O)O. Cell line: SF-268. Synergy scores: CSS=0.398, Synergy_ZIP=1.09, Synergy_Bliss=2.17, Synergy_Loewe=-0.993, Synergy_HSA=-0.876. (3) Drug 1: CC(CN1CC(=O)NC(=O)C1)N2CC(=O)NC(=O)C2. Drug 2: COC1=C2C(=CC3=C1OC=C3)C=CC(=O)O2. Cell line: TK-10. Synergy scores: CSS=19.4, Synergy_ZIP=-4.71, Synergy_Bliss=3.50, Synergy_Loewe=4.47, Synergy_HSA=4.65. (4) Drug 1: CN(C)C1=NC(=NC(=N1)N(C)C)N(C)C. Cell line: SF-268. Drug 2: C1=NC2=C(N1)C(=S)N=CN2. Synergy scores: CSS=-11.7, Synergy_ZIP=-9.17, Synergy_Bliss=-25.0, Synergy_Loewe=-68.1, Synergy_HSA=-29.5. (5) Drug 1: CCN(CC)CCNC(=O)C1=C(NC(=C1C)C=C2C3=C(C=CC(=C3)F)NC2=O)C. Drug 2: CC1=C(C(=O)C2=C(C1=O)N3CC4C(C3(C2COC(=O)N)OC)N4)N. Cell line: LOX IMVI. Synergy scores: CSS=39.8, Synergy_ZIP=-3.02, Synergy_Bliss=-4.00, Synergy_Loewe=-8.00, Synergy_HSA=-0.739. (6) Drug 1: C1=NC2=C(N=C(N=C2N1C3C(C(C(O3)CO)O)O)F)N. Drug 2: CC1=C2C(C(=O)C3(C(CC4C(C3C(C(C2(C)C)(CC1OC(=O)C(C(C5=CC=CC=C5)NC(=O)C6=CC=CC=C6)O)O)OC(=O)C7=CC=CC=C7)(CO4)OC(=O)C)O)C)OC(=O)C. Cell line: PC-3. Synergy scores: CSS=2.68, Synergy_ZIP=-3.20, Synergy_Bliss=-0.384, Synergy_Loewe=-3.56, Synergy_HSA=-1.31. (7) Synergy scores: CSS=8.58, Synergy_ZIP=0.698, Synergy_Bliss=3.93, Synergy_Loewe=4.95, Synergy_HSA=2.13. Cell line: OVCAR-5. Drug 2: CCN(CC)CCNC(=O)C1=C(NC(=C1C)C=C2C3=C(C=CC(=C3)F)NC2=O)C. Drug 1: CCC1(CC2CC(C3=C(CCN(C2)C1)C4=CC=CC=C4N3)(C5=C(C=C6C(=C5)C78CCN9C7C(C=CC9)(C(C(C8N6C=O)(C(=O)OC)O)OC(=O)C)CC)OC)C(=O)OC)O.OS(=O)(=O)O.